This data is from Retrosynthesis with 50K atom-mapped reactions and 10 reaction types from USPTO. The task is: Predict the reactants needed to synthesize the given product. (1) Given the product C[C@H]1C(NC(=O)OC(C)(C)C)CN(Cc2ccccc2)CC12CC2, predict the reactants needed to synthesize it. The reactants are: C=C1CN(Cc2ccccc2)C[C@@H](NC(=O)OC(C)(C)C)[C@@H]1C.ICI. (2) Given the product COc1ccc2c(c1OC)CCC2=NO, predict the reactants needed to synthesize it. The reactants are: COc1ccc2c(c1OC)CCC2=O.NO. (3) The reactants are: CI.O=[N+]([O-])c1ccc(O)cc1C(F)(F)F. Given the product COc1ccc([N+](=O)[O-])c(C(F)(F)F)c1, predict the reactants needed to synthesize it. (4) Given the product CN(Cc1cccc(-c2cccn3nc(Cl)nc23)c1)S(C)(=O)=O, predict the reactants needed to synthesize it. The reactants are: CN(Cc1cccc(B(O)O)c1)S(C)(=O)=O.Clc1nc2c(Br)cccn2n1. (5) Given the product CC(=O)N1CCN(c2c(C(C)N)cc(Cl)c3cncn23)CC1, predict the reactants needed to synthesize it. The reactants are: CC(=O)c1cc(Cl)c2cncn2c1N1CCN(C(C)=O)CC1.[BH3-]C#N.